Dataset: Reaction yield outcomes from USPTO patents with 853,638 reactions. Task: Predict the reaction yield, written as a fraction of the theoretical maximum amount of product (1.0 means a 100% yield; for example, 0.34 means a 34% yield). (1) The reactants are [NH2:1][CH2:2][CH2:3][O:4]/[N:5]=[C:6](/[C:8]1[N:13]=[C:12]2[N:14]([CH2:17][C:18]3[CH:19]=[C:20]4[C:25](=[CH:26][CH:27]=3)[N:24]=[CH:23][CH:22]=[CH:21]4)[N:15]=[N:16][C:11]2=[N:10][CH:9]=1)\[CH3:7].C[Si]([N:32]=[C:33]=[O:34])(C)C. The catalyst is C(Cl)Cl. The product is [N:24]1[C:25]2[C:20](=[CH:19][C:18]([CH2:17][N:14]3[C:12]4=[N:13][C:8](/[C:6](=[N:5]/[O:4][CH2:3][CH2:2][NH:1][C:33]([NH2:32])=[O:34])/[CH3:7])=[CH:9][N:10]=[C:11]4[N:16]=[N:15]3)=[CH:27][CH:26]=2)[CH:21]=[CH:22][CH:23]=1. The yield is 0.690. (2) The yield is 0.960. The reactants are [Br:1][C:2]1[CH:3]=[C:4]2[C:8](=[CH:9][CH:10]=1)[N:7]([CH2:11][CH2:12][CH2:13][OH:14])[N:6]=[CH:5]2.[Si:15](Cl)([C:28]([CH3:31])([CH3:30])[CH3:29])([C:22]1[CH:27]=[CH:26][CH:25]=[CH:24][CH:23]=1)[C:16]1[CH:21]=[CH:20][CH:19]=[CH:18][CH:17]=1.N1C=CN=C1. The product is [Br:1][C:2]1[CH:3]=[C:4]2[C:8](=[CH:9][CH:10]=1)[N:7]([CH2:11][CH2:12][CH2:13][O:14][Si:15]([C:28]([CH3:31])([CH3:30])[CH3:29])([C:22]1[CH:23]=[CH:24][CH:25]=[CH:26][CH:27]=1)[C:16]1[CH:21]=[CH:20][CH:19]=[CH:18][CH:17]=1)[N:6]=[CH:5]2. The catalyst is C(Cl)Cl.CCOCC. (3) The reactants are [C:1]1([C@H:13]2[CH2:18][CH2:17][C@H:16]([CH:19]=[C:20]([C:23]#[N:24])[C:21]#[N:22])[CH2:15][CH2:14]2)[N:2]=[N:3][N:4]2[C:9]=1[C:8]1[CH:10]=[CH:11][NH:12][C:7]=1[N:6]=[CH:5]2.CC1NC(C)=C(C(OCC)=O)CC=1C(OCC)=O.O. The catalyst is O1CCCC1. The product is [C:1]1([C@H:13]2[CH2:14][CH2:15][C@H:16]([CH2:19][CH:20]([C:23]#[N:24])[C:21]#[N:22])[CH2:17][CH2:18]2)[N:2]=[N:3][N:4]2[C:9]=1[C:8]1[CH:10]=[CH:11][NH:12][C:7]=1[N:6]=[CH:5]2. The yield is 0.550.